Task: Predict the product of the given reaction.. Dataset: Forward reaction prediction with 1.9M reactions from USPTO patents (1976-2016) (1) Given the reactants [Cl:1][C:2]1[CH:3]=[N:4][C:5]([C:8]2[CH:13]=[CH:12][C:11]([CH:14]([NH:21][C:22]3[CH:30]=[CH:29][C:25]([C:26](O)=[O:27])=[CH:24][CH:23]=3)[CH2:15][CH2:16][C:17]([F:20])([F:19])[F:18])=[C:10]([CH3:31])[CH:9]=2)=[N:6][CH:7]=1.[NH:32]1[CH2:37][CH2:36][CH2:35][C@@H:34]([C:38]([O:40][CH2:41][CH3:42])=[O:39])[CH2:33]1.ON1C2C=CC=CC=2N=N1.Cl.C(N=C=NCCCN(C)C)C.C(N(C(C)C)CC)(C)C, predict the reaction product. The product is: [Cl:1][C:2]1[CH:7]=[N:6][C:5]([C:8]2[CH:13]=[CH:12][C:11]([CH:14]([NH:21][C:22]3[CH:23]=[CH:24][C:25]([C:26]([N:32]4[CH2:37][CH2:36][CH2:35][C@@H:34]([C:38]([O:40][CH2:41][CH3:42])=[O:39])[CH2:33]4)=[O:27])=[CH:29][CH:30]=3)[CH2:15][CH2:16][C:17]([F:19])([F:18])[F:20])=[C:10]([CH3:31])[CH:9]=2)=[N:4][CH:3]=1. (2) Given the reactants C[O:2][C:3]([C:5]1[N:13]([CH2:14][CH2:15][O:16][Si:17]([CH:24]([CH3:26])[CH3:25])([CH:21]([CH3:23])[CH3:22])[CH:18]([CH3:20])[CH3:19])[C:12]2[CH:11]=[CH:10][N:9]=[CH:8][C:7]=2[C:6]=1[NH:27][C:28]1[CH:33]=[CH:32][C:31]([I:34])=[CH:30][C:29]=1[F:35])=O.[OH-].[Na+].[Cl-].[NH4+].C([N:43](C(C)C)CC)(C)C.CN(C(ON1N=NC2C=CC=NC1=2)=[N+](C)C)C.F[P-](F)(F)(F)(F)F, predict the reaction product. The product is: [F:35][C:29]1[CH:30]=[C:31]([I:34])[CH:32]=[CH:33][C:28]=1[NH:27][C:6]1[C:7]2[CH:8]=[N:9][CH:10]=[CH:11][C:12]=2[N:13]([CH2:14][CH2:15][O:16][Si:17]([CH:18]([CH3:19])[CH3:20])([CH:21]([CH3:22])[CH3:23])[CH:24]([CH3:26])[CH3:25])[C:5]=1[C:3]([NH2:43])=[O:2]. (3) The product is: [Cl:27][C:14]1[CH:13]=[C:12]([CH:4]([CH2:5][CH:6]2[CH2:11][CH2:10][CH2:9][CH2:8][CH2:7]2)[C:3]([OH:28])=[O:2])[CH:17]=[CH:16][C:15]=1[N:18]1[C:22]([C:23]([F:26])([F:24])[F:25])=[N:21][N:20]=[N:19]1. Given the reactants C[O:2][C:3](=[O:28])[CH:4]([C:12]1[CH:17]=[CH:16][C:15]([N:18]2[C:22]([C:23]([F:26])([F:25])[F:24])=[N:21][N:20]=[N:19]2)=[C:14]([Cl:27])[CH:13]=1)[CH2:5][CH:6]1[CH2:11][CH2:10][CH2:9][CH2:8][CH2:7]1.[OH-].[Na+], predict the reaction product. (4) Given the reactants [CH2:1]1[N:6]([CH2:7][CH2:8][OH:9])[CH2:5][CH2:4][N:3]([CH2:10][CH2:11][S:12]([OH:15])(=[O:14])=[O:13])[CH2:2]1.[Na+:16].[Cl-:17], predict the reaction product. The product is: [CH2:5]1[N:6]([CH2:7][CH2:8][OH:9])[CH2:1][CH2:2][N:3]([CH2:10][CH2:11][S:12]([OH:15])(=[O:14])=[O:13])[CH2:4]1.[Na+:16].[Cl-:17].